This data is from Reaction yield outcomes from USPTO patents with 853,638 reactions. The task is: Predict the reaction yield, written as a fraction of the theoretical maximum amount of product (1.0 means a 100% yield; for example, 0.34 means a 34% yield). The yield is 0.768. The catalyst is O. The reactants are C([NH:9][C:10]([NH:12][C:13]1[C:18]([O:19][C:20]2[CH:25]=[CH:24][C:23]([F:26])=[CH:22][C:21]=2[Br:27])=[CH:17][C:16]([S:28][C:29]2[CH:34]=[CH:33][CH:32]=[C:31]([O:35][CH3:36])[CH:30]=2)=[CH:15][N:14]=1)=[S:11])(=O)C1C=CC=CC=1.CCO.[OH-].[Na+]. The product is [Br:27][C:21]1[CH:22]=[C:23]([F:26])[CH:24]=[CH:25][C:20]=1[O:19][C:18]1[C:13]([NH:12][C:10]([NH2:9])=[S:11])=[N:14][CH:15]=[C:16]([S:28][C:29]2[CH:34]=[CH:33][CH:32]=[C:31]([O:35][CH3:36])[CH:30]=2)[CH:17]=1.